This data is from Full USPTO retrosynthesis dataset with 1.9M reactions from patents (1976-2016). The task is: Predict the reactants needed to synthesize the given product. (1) The reactants are: [Cl:1][C:2]1[N:10]=[C:9]2[C:5]([N:6]=[CH:7][N:8]2[CH:11]2[CH2:15][CH:14]([N:16]3N=N[C:18]([CH2:21][CH3:22])=[N:17]3)[CH:13]([OH:23])[CH:12]2[OH:24])=[C:4]([NH:25][CH2:26][CH:27]([C:34]2[CH:39]=[CH:38][CH:37]=[CH:36][CH:35]=2)[C:28]2[CH:33]=[CH:32][CH:31]=[CH:30][CH:29]=2)[N:3]=1.[CH2:40](C1C=NNC=1)[CH3:41]. Given the product [Cl:1][C:2]1[N:10]=[C:9]2[C:5]([N:6]=[CH:7][N:8]2[C@@H:11]2[CH2:15][C@H:14]([N:16]3[CH:22]=[C:21]([CH2:40][CH3:41])[CH:18]=[N:17]3)[C@@H:13]([OH:23])[C@H:12]2[OH:24])=[C:4]([NH:25][CH2:26][CH:27]([C:28]2[CH:29]=[CH:30][CH:31]=[CH:32][CH:33]=2)[C:34]2[CH:39]=[CH:38][CH:37]=[CH:36][CH:35]=2)[N:3]=1, predict the reactants needed to synthesize it. (2) Given the product [C:1]([O:5][C:6](=[O:18])[CH2:7][CH2:8][C:9]1[NH:13][C:12]([C:14]([O:16][CH3:17])=[O:15])=[CH:11][CH:10]=1)([CH3:4])([CH3:3])[CH3:2], predict the reactants needed to synthesize it. The reactants are: [C:1]([O:5][C:6](=[O:18])/[CH:7]=[CH:8]\[C:9]1[NH:13][C:12]([C:14]([O:16][CH3:17])=[O:15])=[CH:11][CH:10]=1)([CH3:4])([CH3:3])[CH3:2].C(OC(=O)/C=C/C1NC(C(OC)=O)=CC=1)(C)(C)C. (3) Given the product [Br:1][C:2]1[CH:7]=[C:6]([N:8]2[CH2:13][CH2:12][CH2:11][CH2:10][S:9]2(=[O:15])=[O:14])[N:5]=[C:4]([C:16]([OH:18])=[O:17])[C:3]=1[OH:20], predict the reactants needed to synthesize it. The reactants are: [Br:1][C:2]1[CH:7]=[C:6]([N:8]2[CH2:13][CH2:12][CH2:11][CH2:10][S:9]2(=[O:15])=[O:14])[N:5]=[C:4]([C:16]([O:18]C)=[O:17])[C:3]=1[OH:20].[OH-].[Na+]. (4) Given the product [OH:24][CH:20]([C:9]1[CH:19]=[CH:18][C:12]([C:13]([O:15][CH2:16][CH3:17])=[O:14])=[CH:11][CH:10]=1)[CH2:21][CH2:22][CH3:23], predict the reactants needed to synthesize it. The reactants are: [Cl-].[Li+].C([Mg]Cl)(C)C.I[C:9]1[CH:19]=[CH:18][C:12]([C:13]([O:15][CH2:16][CH3:17])=[O:14])=[CH:11][CH:10]=1.[CH:20](=[O:24])[CH2:21][CH2:22][CH3:23].